From a dataset of Reaction yield outcomes from USPTO patents with 853,638 reactions. Predict the reaction yield, written as a fraction of the theoretical maximum amount of product (1.0 means a 100% yield; for example, 0.34 means a 34% yield). (1) The reactants are [F:1][C:2]1[CH:3]=[C:4]([CH:8]=[CH:9][C:10]=1[NH:11][C:12]1[C:17]([F:18])=[C:16]([N:19]2[CH2:24][CH2:23][CH:22]([C:25]3[O:29][N:28]=[C:27]([C:30]([F:33])([CH3:32])[CH3:31])[N:26]=3)[CH2:21][CH2:20]2)[N:15]=[CH:14][N:13]=1)[C:5](O)=[O:6].[Cl-].[NH4+].C[N:37](C(ON1N=NC2C=CC=NC1=2)=[N+](C)C)C.F[P-](F)(F)(F)(F)F.C(N(C(C)C)C(C)C)C. The catalyst is CN(C=O)C. The product is [F:1][C:2]1[CH:3]=[C:4]([CH:8]=[CH:9][C:10]=1[NH:11][C:12]1[C:17]([F:18])=[C:16]([N:19]2[CH2:20][CH2:21][CH:22]([C:25]3[O:29][N:28]=[C:27]([C:30]([F:33])([CH3:32])[CH3:31])[N:26]=3)[CH2:23][CH2:24]2)[N:15]=[CH:14][N:13]=1)[C:5]([NH2:37])=[O:6]. The yield is 0.451. (2) The reactants are [C:1]([C:3]1[C:8]([NH:9][CH3:10])=[CH:7][CH:6]=[CH:5][C:4]=1[NH:11][C:12]([NH:14]C(=O)C1C=CC=CC=1)=[O:13])#[N:2].[OH-].[Na+]. The catalyst is CCO. The product is [NH2:2][C:1]1[C:3]2[C:4](=[CH:5][CH:6]=[CH:7][C:8]=2[NH:9][CH3:10])[NH:11][C:12](=[O:13])[N:14]=1. The yield is 0.560. (3) The reactants are [C:1]([C:3]1[CH:8]=[CH:7][C:6]([NH:9][C:10](=[O:18])[C:11]2[CH:16]=[CH:15][C:14]([CH3:17])=[CH:13][CH:12]=2)=[CH:5][CH:4]=1)#[CH:2].Br[C:20]1[CH:21]=[N:22][CH:23]=[C:24]([CH:37]=1)[C:25]([N:27]=[S@@:28]([CH3:36])(=[O:35])[C:29]1[CH:34]=[CH:33][CH:32]=[CH:31][CH:30]=1)=[O:26]. No catalyst specified. The product is [CH3:17][C:14]1[CH:15]=[CH:16][C:11]([C:10]([NH:9][C:6]2[CH:5]=[CH:4][C:3]([C:1]#[C:2][C:20]3[CH:21]=[N:22][CH:23]=[C:24]([CH:37]=3)[C:25]([N:27]=[S@@:28]([CH3:36])(=[O:35])[C:29]3[CH:34]=[CH:33][CH:32]=[CH:31][CH:30]=3)=[O:26])=[CH:8][CH:7]=2)=[O:18])=[CH:12][CH:13]=1. The yield is 0.810.